This data is from Forward reaction prediction with 1.9M reactions from USPTO patents (1976-2016). The task is: Predict the product of the given reaction. (1) The product is: [CH3:20][O:19][C:17](=[O:18])[CH2:16][CH2:15][C:12]1[CH:13]=[CH:14][C:5]2[N:4]=[C:1]([CH3:2])[NH:21][C:6]=2[C:7]=1[C:8]([O:10][CH3:11])=[O:9]. Given the reactants [C:1]([NH:4][C:5]1[C:6]([NH2:21])=[C:7]([C:12]([CH2:15][CH2:16][C:17]([O:19][CH3:20])=[O:18])=[CH:13][CH:14]=1)[C:8]([O:10][CH3:11])=[O:9])(=O)[CH3:2], predict the reaction product. (2) Given the reactants [Cl:1][C:2]1[C:3]([CH2:22][OH:23])=[C:4]2[C:8](=[C:9]([CH3:11])[CH:10]=1)[N:7]([S:12]([C:15]1[CH:21]=[CH:20][C:18]([CH3:19])=[CH:17][CH:16]=1)(=[O:14])=[O:13])[CH:6]=[CH:5]2.C(N(C(C)C)C(C)C)C.CS(C)=O, predict the reaction product. The product is: [Cl:1][C:2]1[CH:10]=[C:9]([CH3:11])[C:8]2[N:7]([S:12]([C:15]3[CH:21]=[CH:20][C:18]([CH3:19])=[CH:17][CH:16]=3)(=[O:14])=[O:13])[CH:6]=[CH:5][C:4]=2[C:3]=1[CH:22]=[O:23]. (3) Given the reactants [NH2:1][C:2]1[CH:3]=[CH:4][C:5]([NH:8][C:9]2[CH:14]=[C:13]([CH3:15])[N:12]=[C:11]([NH2:16])[N:10]=2)=[N:6][CH:7]=1.C(N(CC)C1C=CC=CC=1)C.[N+:28]([C:31]1[CH:39]=[CH:38][C:34]([C:35](Cl)=[O:36])=[CH:33][CH:32]=1)([O-:30])=[O:29], predict the reaction product. The product is: [NH2:16][C:11]1[N:10]=[C:9]([NH:8][C:5]2[N:6]=[CH:7][C:2]([NH:1][C:35](=[O:36])[C:34]3[CH:33]=[CH:32][C:31]([N+:28]([O-:30])=[O:29])=[CH:39][CH:38]=3)=[CH:3][CH:4]=2)[CH:14]=[C:13]([CH3:15])[N:12]=1.